Dataset: Peptide-MHC class I binding affinity with 185,985 pairs from IEDB/IMGT. Task: Regression. Given a peptide amino acid sequence and an MHC pseudo amino acid sequence, predict their binding affinity value. This is MHC class I binding data. (1) The peptide sequence is ASWMALGVY. The MHC is HLA-B58:01 with pseudo-sequence HLA-B58:01. The binding affinity (normalized) is 0.336. (2) The peptide sequence is FLYDRLAST. The MHC is HLA-B27:03 with pseudo-sequence HLA-B27:03. The binding affinity (normalized) is 0.0847. (3) The peptide sequence is ETLDVFGPI. The MHC is HLA-A01:01 with pseudo-sequence HLA-A01:01. The binding affinity (normalized) is 0.0847. (4) The binding affinity (normalized) is 0.0847. The MHC is HLA-B15:17 with pseudo-sequence HLA-B15:17. The peptide sequence is FFSPFFFSL. (5) The peptide sequence is FFGPIGKLIA. The MHC is HLA-A02:01 with pseudo-sequence HLA-A02:01. The binding affinity (normalized) is 0.